From a dataset of NCI-60 drug combinations with 297,098 pairs across 59 cell lines. Regression. Given two drug SMILES strings and cell line genomic features, predict the synergy score measuring deviation from expected non-interaction effect. (1) Drug 1: CC(CN1CC(=O)NC(=O)C1)N2CC(=O)NC(=O)C2. Drug 2: CC1=CC=C(C=C1)C2=CC(=NN2C3=CC=C(C=C3)S(=O)(=O)N)C(F)(F)F. Cell line: SNB-75. Synergy scores: CSS=2.56, Synergy_ZIP=-0.687, Synergy_Bliss=0.260, Synergy_Loewe=-0.347, Synergy_HSA=0.0286. (2) Drug 1: CNC(=O)C1=CC=CC=C1SC2=CC3=C(C=C2)C(=NN3)C=CC4=CC=CC=N4. Drug 2: COCCOC1=C(C=C2C(=C1)C(=NC=N2)NC3=CC=CC(=C3)C#C)OCCOC.Cl. Cell line: U251. Synergy scores: CSS=21.6, Synergy_ZIP=-3.83, Synergy_Bliss=4.11, Synergy_Loewe=-3.08, Synergy_HSA=5.03. (3) Drug 1: CC1=C(C(CCC1)(C)C)C=CC(=CC=CC(=CC(=O)O)C)C. Drug 2: CC1CCC2CC(C(=CC=CC=CC(CC(C(=O)C(C(C(=CC(C(=O)CC(OC(=O)C3CCCCN3C(=O)C(=O)C1(O2)O)C(C)CC4CCC(C(C4)OC)O)C)C)O)OC)C)C)C)OC. Cell line: NCI/ADR-RES. Synergy scores: CSS=-2.40, Synergy_ZIP=1.57, Synergy_Bliss=2.68, Synergy_Loewe=-2.56, Synergy_HSA=-1.32.